Dataset: Forward reaction prediction with 1.9M reactions from USPTO patents (1976-2016). Task: Predict the product of the given reaction. (1) Given the reactants Cl.[O-:2][N+:3]1[C:8]2[CH:9]=[CH:10][CH:11]=[CH:12][C:7]=2[N+:6]([O-:13])=[C:5]([NH:14][CH2:15][CH2:16][CH2:17][NH:18]C(=O)OC(C)(C)C)[N:4]=1, predict the reaction product. The product is: [O-:2][N+:3]1[C:8]2[CH:9]=[CH:10][CH:11]=[CH:12][C:7]=2[N+:6]([O-:13])=[C:5]([NH:14][CH2:15][CH2:16][CH2:17][NH2:18])[N:4]=1. (2) Given the reactants [F:1][C:2]1([F:25])[CH2:7][CH2:6][CH:5]([CH2:8][C@H:9]2[CH2:14][C@@H:13]([C:15]3[O:19][NH:18][C:17](=[O:20])[CH:16]=3)[CH2:12][CH2:11][N:10]2C(OC)=O)[CH2:4][CH2:3]1.Br, predict the reaction product. The product is: [F:25][C:2]1([F:1])[CH2:7][CH2:6][CH:5]([CH2:8][C@H:9]2[CH2:14][C@@H:13]([C:15]3[O:19][NH:18][C:17](=[O:20])[CH:16]=3)[CH2:12][CH2:11][NH:10]2)[CH2:4][CH2:3]1. (3) The product is: [NH2:13][C:14]1[C:22]2[C:21]([C:23]3[CH:24]=[C:25]([Cl:31])[CH:26]=[C:27]([OH:29])[CH:28]=3)=[N:20][CH:19]=[N:18][C:17]=2[S:16][C:15]=1[C:35]([NH2:37])=[O:36]. Given the reactants N1C2SC(C(N)=O)=CC=2C=NC=1.[NH2:13][C:14]1[C:22]2[C:21]([C:23]3[CH:28]=[C:27]([O:29]C)[CH:26]=[C:25]([Cl:31])[CH:24]=3)=[N:20][C:19](S(C)=O)=[N:18][C:17]=2[S:16][C:15]=1[C:35]([NH2:37])=[O:36].[BH4-].[Na+].O, predict the reaction product. (4) Given the reactants [Cl:1][C:2]1[CH:7]=[C:6]([N+:8]([O-:10])=[O:9])[CH:5]=[CH:4][C:3]=1F.[O:12]([C:19]1[CH:20]=[C:21]([OH:25])[CH:22]=[CH:23][CH:24]=1)[C:13]1[CH:18]=[CH:17][CH:16]=[CH:15][CH:14]=1.C(=O)([O-])[O-].[K+].[K+], predict the reaction product. The product is: [Cl:1][C:2]1[CH:7]=[C:6]([N+:8]([O-:10])=[O:9])[CH:5]=[CH:4][C:3]=1[O:25][C:21]1[CH:22]=[CH:23][CH:24]=[C:19]([O:12][C:13]2[CH:14]=[CH:15][CH:16]=[CH:17][CH:18]=2)[CH:20]=1. (5) Given the reactants C([O:3][C:4]([C:6]1[CH:15]=[CH:14][CH:13]=[C:12]2[C:7]=1[CH2:8][CH2:9][N:10]1[C:20](=[O:21])[CH2:19][NH:18][C:17](=[O:22])[CH:16]=[C:11]12)=[CH2:5])C.C1C(=O)N([Br:30])C(=O)C1.CCOC(C)=O, predict the reaction product. The product is: [Br:30][CH2:3][C:4]([C:6]1[CH:15]=[CH:14][CH:13]=[C:12]2[C:7]=1[CH2:8][CH2:9][N:10]1[C:20](=[O:21])[CH2:19][NH:18][C:17](=[O:22])[CH:16]=[C:11]12)=[O:5]. (6) Given the reactants [NH2:1][C:2]1[C:3]([Br:8])=[N:4][CH:5]=[CH:6][CH:7]=1.Cl[C:10]([O:12][CH2:13][CH3:14])=[O:11], predict the reaction product. The product is: [CH2:13]([O:12][C:10](=[O:11])[NH:1][C:2]1[C:3]([Br:8])=[N:4][CH:5]=[CH:6][CH:7]=1)[CH3:14]. (7) Given the reactants [ClH:1].[C:2]([C@@:4]1([CH:26]2[CH2:28][CH2:27]2)[CH2:8][CH2:7][N:6]([C:9]2[CH:14]=[CH:13][N:12]=[C:11]([NH:15][C:16]3[CH:20]=[CH:19][N:18]([CH2:21][C:22](O)=[O:23])[N:17]=3)[CH:10]=2)[C:5]1=[O:25])#[N:3].[CH2:29]([N:31]=C=NCCCN(C)C)C.ON1C2C=CC=CC=2N=N1.Cl.CN.C(=O)(O)[O-].[Na+], predict the reaction product. The product is: [ClH:1].[C:2]([C@@:4]1([CH:26]2[CH2:27][CH2:28]2)[CH2:8][CH2:7][N:6]([C:9]2[CH:14]=[CH:13][N:12]=[C:11]([NH:15][C:16]3[CH:20]=[CH:19][N:18]([CH2:21][C:22]([NH:31][CH3:29])=[O:23])[N:17]=3)[CH:10]=2)[C:5]1=[O:25])#[N:3]. (8) Given the reactants Cl[C:2]1[N:7]=[C:6](Cl)[C:5]([F:9])=[CH:4][N:3]=1.[NH:10]1[CH2:18][CH2:17][CH2:16][CH:12]([C:13]([NH2:15])=[O:14])[CH2:11]1.CCN(C(C)C)C(C)C.[NH2:28][C:29]1[CH:37]=[C:36]2[C:32]([CH:33]=[N:34][NH:35]2)=[CH:31][CH:30]=1, predict the reaction product. The product is: [NH:35]1[C:36]2[C:32](=[CH:31][CH:30]=[C:29]([NH:28][C:2]3[N:7]=[C:6]([N:10]4[CH2:18][CH2:17][CH2:16][CH:12]([C:13]([NH2:15])=[O:14])[CH2:11]4)[C:5]([F:9])=[CH:4][N:3]=3)[CH:37]=2)[CH:33]=[N:34]1.